Predict the reaction yield, written as a fraction of the theoretical maximum amount of product (1.0 means a 100% yield; for example, 0.34 means a 34% yield). From a dataset of Reaction yield outcomes from USPTO patents with 853,638 reactions. The reactants are [Cl:1][C:2]1[C:10]2[N:9]([CH2:11][C:12](OCC)=[O:13])[C:8]3[CH2:17][CH2:18][N:19]([C:22]([O:24][C:25]([CH3:28])([CH3:27])[CH3:26])=[O:23])[CH2:20][CH2:21][C:7]=3[C:6]=2[C:5]([Cl:29])=[CH:4][CH:3]=1.[Li+].[BH4-].[OH-].[Na+].CCOC(C)=O. The catalyst is C1COCC1.O. The product is [Cl:1][C:2]1[C:10]2[N:9]([CH2:11][CH2:12][OH:13])[C:8]3[CH2:17][CH2:18][N:19]([C:22]([O:24][C:25]([CH3:27])([CH3:26])[CH3:28])=[O:23])[CH2:20][CH2:21][C:7]=3[C:6]=2[C:5]([Cl:29])=[CH:4][CH:3]=1. The yield is 0.650.